This data is from Full USPTO retrosynthesis dataset with 1.9M reactions from patents (1976-2016). The task is: Predict the reactants needed to synthesize the given product. Given the product [CH2:12]([N:8]1[CH2:9][CH2:10][CH:11]=[C:6]([CH2:5][CH2:4][C:3]([NH:19][OH:20])=[O:2])[C:7]1=[O:15])[CH:13]=[CH2:14], predict the reactants needed to synthesize it. The reactants are: C[O:2][C:3](=O)[CH2:4][CH2:5][C:6]1[C:7](=[O:15])[N:8]([CH2:12][CH:13]=[CH2:14])[CH2:9][CH2:10][CH:11]=1.CO.[NH2:19][O:20][K].C(O)(=O)C.